The task is: Predict the reactants needed to synthesize the given product.. This data is from Full USPTO retrosynthesis dataset with 1.9M reactions from patents (1976-2016). (1) Given the product [ClH:16].[CH3:15][C@H:9]1[CH2:10][O:11][CH2:12][C@H:13]([CH3:14])[NH:8]1, predict the reactants needed to synthesize it. The reactants are: C(OC([N:8]1[C@@H:13]([CH3:14])[CH2:12][O:11][CH2:10][C@@H:9]1[CH3:15])=O)(C)(C)C.[Cl:16]CCl. (2) Given the product [OH:2][CH2:1][C:3]1[C:11]2[C:6](=[N:7][C:8]([C:19]3[CH:24]=[CH:23][C:22]([CH3:25])=[CH:21][CH:20]=3)=[C:9]([C:12]3[CH:13]=[CH:14][C:15]([CH3:18])=[CH:16][CH:17]=3)[N:10]=2)[N:5]([CH2:26][CH2:27][CH2:28][CH2:29][CH2:30][CH2:31][C:32]([OH:34])=[O:33])[CH:4]=1, predict the reactants needed to synthesize it. The reactants are: [CH:1]([C:3]1[C:11]2[C:6](=[N:7][C:8]([C:19]3[CH:24]=[CH:23][C:22]([CH3:25])=[CH:21][CH:20]=3)=[C:9]([C:12]3[CH:17]=[CH:16][C:15]([CH3:18])=[CH:14][CH:13]=3)[N:10]=2)[N:5]([CH2:26][CH2:27][CH2:28][CH2:29][CH2:30][CH2:31][C:32]([OH:34])=[O:33])[CH:4]=1)=[O:2].N#N.[BH4-].[Na+].Cl. (3) Given the product [OH:4][CH2:5][CH:6]([O:7][N:8]1[C:9](=[O:18])[C:10]2[C:15](=[CH:14][CH:13]=[CH:12][CH:11]=2)[C:16]1=[O:17])[CH2:19][OH:1], predict the reactants needed to synthesize it. The reactants are: [OH2:1].NN.[OH:4][CH2:5][CH2:6][O:7][N:8]1[C:16](=[O:17])[C:15]2[C:10](=[CH:11][CH:12]=[CH:13][CH:14]=2)[C:9]1=[O:18].[CH3:19]O.